Predict which catalyst facilitates the given reaction. From a dataset of Catalyst prediction with 721,799 reactions and 888 catalyst types from USPTO. (1) Reactant: [F:1][C:2]1[CH:10]=[CH:9][CH:8]=[C:7]2[C:3]=1[CH:4]=[C:5]([C:11]1[N:16]=[C:15]([C:17]3[C:18]([N:37]([CH3:42])[S:38]([CH3:41])(=[O:40])=[O:39])=[CH:19][C:20]4[O:24][C:23]([C:25]5[CH:30]=[CH:29][C:28]([F:31])=[CH:27][CH:26]=5)=[C:22]([C:32]([NH:34][CH3:35])=[O:33])[C:21]=4[CH:36]=3)[CH:14]=[N:13][C:12]=1[OH:43])[NH:6]2.C1(N([O:51][S:52]([C:55]([F:58])([F:57])[F:56])(=O)=[O:53])[O:51][S:52]([C:55]([F:58])([F:57])[F:56])(=O)=[O:53])C=CC=CC=1.CCN(CC)CC. Product: [F:56][C:55]([F:58])([F:57])[S:52]([O:43][C:12]1[C:11]([C:5]2[NH:6][C:7]3[C:3]([CH:4]=2)=[C:2]([F:1])[CH:10]=[CH:9][CH:8]=3)=[N:16][C:15]([C:17]2[C:18]([N:37]([CH3:42])[S:38]([CH3:41])(=[O:40])=[O:39])=[CH:19][C:20]3[O:24][C:23]([C:25]4[CH:30]=[CH:29][C:28]([F:31])=[CH:27][CH:26]=4)=[C:22]([C:32](=[O:33])[NH:34][CH3:35])[C:21]=3[CH:36]=2)=[CH:14][N:13]=1)(=[O:53])=[O:51]. The catalyst class is: 20. (2) Reactant: Cl[CH2:2][C:3]([N:5]1[CH2:10][CH2:9][N:8]([C:11]2[CH:16]=[CH:15][C:14]([Cl:17])=[C:13]([O:18][CH3:19])[CH:12]=2)[CH2:7][CH2:6]1)=[O:4].[CH3:20][C@H:21]1[CH2:26][CH2:25][CH2:24][C@@H:23]([CH3:27])[NH:22]1.C([O-])([O-])=O.[K+].[K+]. Product: [Cl:17][C:14]1[CH:15]=[CH:16][C:11]([N:8]2[CH2:9][CH2:10][N:5]([C:3](=[O:4])[CH2:2][N:22]3[C@H:23]([CH3:27])[CH2:24][CH2:25][CH2:26][C@@H:21]3[CH3:20])[CH2:6][CH2:7]2)=[CH:12][C:13]=1[O:18][CH3:19]. The catalyst class is: 37. (3) Reactant: [Cl:1][C:2]1[CH:3]=[C:4]2[C:9](=[CH:10][CH:11]=1)[CH:8]=[C:7]([S:12]([CH:15]1[CH2:17][CH:16]1[C:18]([O:20]C(C)(C)C)=[O:19])(=[O:14])=[O:13])[CH:6]=[CH:5]2. Product: [Cl:1][C:2]1[CH:3]=[C:4]2[C:9](=[CH:10][CH:11]=1)[CH:8]=[C:7]([S:12]([C@@H:15]1[CH2:17][C@H:16]1[C:18]([OH:20])=[O:19])(=[O:13])=[O:14])[CH:6]=[CH:5]2. The catalyst class is: 55. (4) The catalyst class is: 276. Reactant: Cl[C:2]1[N:3]=[C:4]([N:22]2[CH2:27][CH2:26][O:25][CH2:24][CH2:23]2)[C:5]2[N:10]=[N:9][N:8]([CH2:11][C:12]3[CH:21]=[CH:20][C:15]([C:16]([O:18][CH3:19])=[O:17])=[CH:14][CH:13]=3)[C:6]=2[N:7]=1.[OH:28][CH2:29][C:30]1[CH:31]=[C:32](B(O)O)[CH:33]=[CH:34][CH:35]=1.C([O-])([O-])=O.[Na+].[Na+]. Product: [OH:28][CH2:29][C:30]1[CH:35]=[C:34]([C:2]2[N:3]=[C:4]([N:22]3[CH2:27][CH2:26][O:25][CH2:24][CH2:23]3)[C:5]3[N:10]=[N:9][N:8]([CH2:11][C:12]4[CH:21]=[CH:20][C:15]([C:16]([O:18][CH3:19])=[O:17])=[CH:14][CH:13]=4)[C:6]=3[N:7]=2)[CH:33]=[CH:32][CH:31]=1. (5) Reactant: [Cl:1][C:2]1[N:7]=[CH:6][C:5]([OH:8])=[C:4]([I:9])[CH:3]=1.C([O-])([O-])=O.[Cs+].[Cs+].CN(C)C=O.Cl[C:22]([F:27])([F:26])C([O-])=O.[Na+]. Product: [Cl:1][C:2]1[CH:3]=[C:4]([I:9])[C:5]([O:8][CH:22]([F:27])[F:26])=[CH:6][N:7]=1. The catalyst class is: 13. (6) Reactant: [O:1]1[C:5]2([CH2:10][CH2:9][NH:8][CH2:7][CH2:6]2)[O:4][CH2:3][CH2:2]1.[C:11]([N:18]1[CH2:23][CH2:22][C:21](=O)[CH2:20][CH2:19]1)([O:13][C:14]([CH3:17])([CH3:16])[CH3:15])=[O:12].N1C=[CH:28]N=N1.C[Mg]Cl.C1COCC1. Product: [O:1]1[C:5]2([CH2:10][CH2:9][N:8]([C:21]3([CH3:28])[CH2:22][CH2:23][N:18]([C:11]([O:13][C:14]([CH3:17])([CH3:16])[CH3:15])=[O:12])[CH2:19][CH2:20]3)[CH2:7][CH2:6]2)[O:4][CH2:3][CH2:2]1. The catalyst class is: 11.